From a dataset of Full USPTO retrosynthesis dataset with 1.9M reactions from patents (1976-2016). Predict the reactants needed to synthesize the given product. (1) Given the product [Cl:1][C:2]1[CH:3]=[CH:4][C:5]([C@H:8]([C@@H:12]([CH3:17])[C:13]([F:16])([F:15])[F:14])[C:9]([NH:18][C:19]2[CH:20]=[C:21]([C:26]3([CH2:29][C:30]([O:32][CH3:33])=[O:31])[CH2:27][CH2:28]3)[CH:22]=[CH:23][C:24]=2[F:25])=[O:11])=[CH:6][CH:7]=1, predict the reactants needed to synthesize it. The reactants are: [Cl:1][C:2]1[CH:7]=[CH:6][C:5]([C@H:8]([C@@H:12]([CH3:17])[C:13]([F:16])([F:15])[F:14])[C:9]([OH:11])=O)=[CH:4][CH:3]=1.[NH2:18][C:19]1[CH:20]=[C:21]([C:26]2([CH2:29][C:30]([O:32][CH3:33])=[O:31])[CH2:28][CH2:27]2)[CH:22]=[CH:23][C:24]=1[F:25].F[P-](F)(F)(F)(F)F.N1(OC(N(C)C)=[N+](C)C)C2N=CC=CC=2N=N1.N1C=CC=CC=1. (2) Given the product [CH3:35][C:33]1[CH:32]=[C:4]([CH:3]=[C:2]([CH3:1])[CH:34]=1)[CH2:5][S:6][C:7]1[N:16]([CH2:17][CH2:18][CH2:19][N:40]2[CH2:41][CH2:42][N:37]([CH3:36])[CH2:38][CH2:39]2)[C:15](=[O:25])[C:14]2[C:9](=[C:10]([O:30][CH3:31])[C:11]([O:28][CH3:29])=[C:12]([O:26][CH3:27])[CH:13]=2)[N:8]=1, predict the reactants needed to synthesize it. The reactants are: [CH3:1][C:2]1[CH:3]=[C:4]([CH:32]=[C:33]([CH3:35])[CH:34]=1)[CH2:5][S:6][C:7]1[N:16]([CH2:17][CH2:18][CH2:19]OS(C)(=O)=O)[C:15](=[O:25])[C:14]2[C:9](=[C:10]([O:30][CH3:31])[C:11]([O:28][CH3:29])=[C:12]([O:26][CH3:27])[CH:13]=2)[N:8]=1.[CH3:36][N:37]1[CH2:42][CH2:41][NH:40][CH2:39][CH2:38]1.C1(C)C=CC=CC=1.O. (3) Given the product [Cl:49][C:24]1[CH:25]=[C:26]([CH:43]=[C:44]([C:45]([F:48])([F:47])[F:46])[C:23]=1[CH2:22][N:18]1[CH2:19][CH2:20][CH2:21][C@H:16]([NH:15][CH:52]2[CH2:53][O:50][CH2:51]2)[CH2:17]1)[C:27]([NH:29][CH2:30][C:31]1[CH:36]=[C:35]([Cl:37])[CH:34]=[CH:33][C:32]=1[S:38]([CH2:41][CH3:42])(=[O:40])=[O:39])=[O:28], predict the reactants needed to synthesize it. The reactants are: C(O[BH-](OC(=O)C)OC(=O)C)(=O)C.[Na+].[NH2:15][C@H:16]1[CH2:21][CH2:20][CH2:19][N:18]([CH2:22][C:23]2[C:44]([C:45]([F:48])([F:47])[F:46])=[CH:43][C:26]([C:27]([NH:29][CH2:30][C:31]3[CH:36]=[C:35]([Cl:37])[CH:34]=[CH:33][C:32]=3[S:38]([CH2:41][CH3:42])(=[O:40])=[O:39])=[O:28])=[CH:25][C:24]=2[Cl:49])[CH2:17]1.[O:50]1[CH2:53][C:52](=O)[CH2:51]1.O. (4) Given the product [NH2:1][C:2]([CH:6]([CH3:8])[CH3:7])([CH2:9][OH:10])[CH2:3][OH:4], predict the reactants needed to synthesize it. The reactants are: [NH2:1][C:2]([CH2:9][OH:10])([CH:6]([CH3:8])[CH3:7])[C:3](O)=[O:4].[BH4-].[Na+].II.CO. (5) The reactants are: [C:1]1([CH2:7][C:8]2[O:12][N:11]=[C:10]([CH2:13][CH2:14][CH:15]=[O:16])[N:9]=2)[CH:6]=[CH:5][CH:4]=[CH:3][CH:2]=1.[BH4-].[Na+]. Given the product [C:1]1([CH2:7][C:8]2[O:12][N:11]=[C:10]([CH2:13][CH2:14][CH2:15][OH:16])[N:9]=2)[CH:2]=[CH:3][CH:4]=[CH:5][CH:6]=1, predict the reactants needed to synthesize it. (6) Given the product [Br:1][C:2]1[CH:9]=[C:6]([NH:7][CH3:8])[C:5]([NH2:10])=[CH:4][CH:3]=1, predict the reactants needed to synthesize it. The reactants are: [Br:1][C:2]1[CH:3]=[CH:4][C:5]([N+:10]([O-])=O)=[C:6]([CH:9]=1)[NH:7][CH3:8].